Dataset: Forward reaction prediction with 1.9M reactions from USPTO patents (1976-2016). Task: Predict the product of the given reaction. (1) Given the reactants C1CCN2C(=NCCC2)CC1.[NH:12]1[CH:16]=[N:15][CH:14]=[N:13]1.[CH3:17][O:18][CH2:19][CH2:20]Br, predict the reaction product. The product is: [CH3:17][O:18][CH2:19][CH2:20][N:12]1[CH:16]=[N:15][CH:14]=[N:13]1. (2) Given the reactants Cl[C:2]1[C:3]2[C:10]([C:11]3[CH:16]=[CH:15][CH:14]=[CH:13][CH:12]=3)=[C:9]([I:17])[O:8][C:4]=2[N:5]=[CH:6][N:7]=1.[O:18]1[CH2:22][CH2:21][CH2:20][C@H:19]1NC.C[CH2:26][N:27](C(C)C)C(C)C, predict the reaction product. The product is: [O:18]1[CH2:22][CH2:21][CH2:20][C@H:19]1[CH2:26][NH:27][C:2]1[C:3]2[C:10]([C:11]3[CH:16]=[CH:15][CH:14]=[CH:13][CH:12]=3)=[C:9]([I:17])[O:8][C:4]=2[N:5]=[CH:6][N:7]=1.